The task is: Predict the reaction yield, written as a fraction of the theoretical maximum amount of product (1.0 means a 100% yield; for example, 0.34 means a 34% yield).. This data is from Reaction yield outcomes from USPTO patents with 853,638 reactions. (1) The reactants are Cl[C:2]1[C:3]2[CH:10]=[CH:9][N:8]([CH2:11][O:12][CH2:13][CH2:14][Si:15]([CH3:18])([CH3:17])[CH3:16])[C:4]=2[N:5]=[CH:6][N:7]=1.C([O-])([O-])=O.[Cs+].[Cs+].[Cl:25][C:26]1[CH:27]=[CH:28][C:29]([CH3:39])=[C:30]([C:32]2[C:33]([C:37]#[N:38])=[CH:34][NH:35][CH:36]=2)[CH:31]=1. The catalyst is C1C=CC(/C=C/C(/C=C/C2C=CC=CC=2)=O)=CC=1.C1C=CC(/C=C/C(/C=C/C2C=CC=CC=2)=O)=CC=1.C1C=CC(/C=C/C(/C=C/C2C=CC=CC=2)=O)=CC=1.[Pd].[Pd].C(P(C(C)(C)C)C(C)(C)C)(C)(C)C.C1(C)C=CC=CC=1. The product is [Cl:25][C:26]1[CH:27]=[CH:28][C:29]([CH3:39])=[C:30]([C:32]2[C:33]([C:37]#[N:38])=[CH:34][N:35]([C:2]3[C:3]4[CH:10]=[CH:9][N:8]([CH2:11][O:12][CH2:13][CH2:14][Si:15]([CH3:18])([CH3:17])[CH3:16])[C:4]=4[N:5]=[CH:6][N:7]=3)[CH:36]=2)[CH:31]=1. The yield is 0.510. (2) The reactants are [Cl:1][C:2]1[CH:7]=[CH:6][CH:5]=[CH:4][C:3]=1[S:8]([N:11]1[CH2:16][CH2:15][CH2:14][C@@H:13]([C:17]([OH:19])=O)[CH2:12]1)(=[O:10])=[O:9].[CH2:20]1[CH:29]2[CH:24]([CH2:25][CH2:26][CH2:27][CH2:28]2)[CH2:23][CH2:22][NH:21]1. No catalyst specified. The product is [Cl:1][C:2]1[CH:7]=[CH:6][CH:5]=[CH:4][C:3]=1[S:8]([N:11]1[CH2:16][CH2:15][CH2:14][C@H:13]([C:17]([CH:22]2[CH2:23][CH2:24][CH:29]3[C:20](=[CH:25][CH2:26][CH2:27][CH2:28]3)[NH:21]2)=[O:19])[CH2:12]1)(=[O:9])=[O:10]. The yield is 0.840. (3) The reactants are [C:1]([O:12][CH3:13])(=[O:11])[C:2]1[CH:10]=[CH:9][CH:8]=[C:4]([C:5]([O-])=[O:6])[CH:3]=1.[CH3:14][NH:15][CH3:16].CCN=C=NCCCN(C)C.Cl.O.ON1C2C=CC=CC=2N=N1. The catalyst is C1COCC1.CO.O. The product is [CH3:14][N:15]([CH3:16])[C:5]([C:4]1[CH:3]=[C:2]([CH:10]=[CH:9][CH:8]=1)[C:1]([O:12][CH3:13])=[O:11])=[O:6]. The yield is 1.00. (4) The catalyst is N1C=CC=CC=1. The reactants are [NH2:1][C:2]1[CH:10]=[CH:9][CH:8]=[C:7]2[C:3]=1[CH:4]=[CH:5][N:6]2[CH2:11][C:12]([O:14][CH3:15])=[O:13].[CH3:16][S:17](Cl)(=[O:19])=[O:18]. The yield is 0.710. The product is [CH3:16][S:17]([NH:1][C:2]1[CH:10]=[CH:9][CH:8]=[C:7]2[C:3]=1[CH:4]=[CH:5][N:6]2[CH2:11][C:12]([O:14][CH3:15])=[O:13])(=[O:19])=[O:18]. (5) The reactants are C([O:3][C:4](=[O:14])[C:5]([C:7]1[CH:12]=[CH:11][CH:10]=[C:9]([Br:13])[CH:8]=1)=[O:6])C.[OH-].[K+].Cl. The catalyst is CO. The product is [Br:13][C:9]1[CH:8]=[C:7]([C:5](=[O:6])[C:4]([OH:14])=[O:3])[CH:12]=[CH:11][CH:10]=1. The yield is 0.890. (6) The reactants are [CH3:1][O:2][C:3]1[CH:4]=[C:5]2[C:10](=[CH:11][C:12]=1[O:13][CH3:14])[N:9]=[CH:8][N:7]=[C:6]2[N:15]1[CH2:20][CH2:19][N:18]([C:21](=S)[NH:22][CH2:23][C:24]2[CH:29]=[CH:28][C:27]3[O:30][CH2:31][O:32][C:26]=3[CH:25]=2)[CH2:17][CH2:16]1.[OH-].[Na+].OO.S([O-])([O-])(=[O:40])=S.[Na+].[Na+].Cl. The catalyst is C(O)C. The product is [CH3:1][O:2][C:3]1[CH:4]=[C:5]2[C:10](=[CH:11][C:12]=1[O:13][CH3:14])[N:9]=[CH:8][N:7]=[C:6]2[N:15]1[CH2:20][CH2:19][N:18]([C:21]([NH:22][CH2:23][C:24]2[CH:29]=[CH:28][C:27]3[O:30][CH2:31][O:32][C:26]=3[CH:25]=2)=[O:40])[CH2:17][CH2:16]1. The yield is 0.200.